From a dataset of Catalyst prediction with 721,799 reactions and 888 catalyst types from USPTO. Predict which catalyst facilitates the given reaction. (1) Reactant: [N:1]12[CH2:8][CH2:7][C:4]([C:9]([C:17]3[CH:22]=[CH:21][CH:20]=[CH:19][CH:18]=3)([C:11]3[CH:16]=[CH:15][CH:14]=[CH:13][CH:12]=3)[OH:10])([CH2:5][CH2:6]1)[CH2:3][CH2:2]2.[Br:23][CH2:24][CH2:25][CH2:26][O:27][C:28]1[CH:33]=[CH:32][CH:31]=[CH:30][C:29]=1[O:34][CH2:35][C:36]1[CH:41]=[CH:40][CH:39]=[CH:38][CH:37]=1. Product: [Br-:23].[OH:10][C:9]([C:17]1[CH:22]=[CH:21][CH:20]=[CH:19][CH:18]=1)([C:11]1[CH:12]=[CH:13][CH:14]=[CH:15][CH:16]=1)[C:4]12[CH2:5][CH2:6][N+:1]([CH2:24][CH2:25][CH2:26][O:27][C:28]3[CH:33]=[CH:32][CH:31]=[CH:30][C:29]=3[O:34][CH2:35][C:36]3[CH:41]=[CH:40][CH:39]=[CH:38][CH:37]=3)([CH2:2][CH2:3]1)[CH2:8][CH2:7]2. The catalyst class is: 23. (2) Reactant: [C:1]([O:5][C@@H:6]([C:11]1[C:39]([CH3:40])=[CH:38][C:14]2[N:15]=[C:16]([C:18]3[CH:23]=[CH:22][N:21]=[C:20]([N:24]4[CH2:29][CH2:28][N:27](C(OC(C)(C)C)=O)[C@@H:26]([CH3:37])[CH2:25]4)[N:19]=3)[S:17][C:13]=2[C:12]=1[C:41]1[CH:46]=[CH:45][C:44]([Cl:47])=[CH:43][CH:42]=1)[C:7]([O:9][CH3:10])=[O:8])([CH3:4])([CH3:3])[CH3:2].Cl. Product: [C:1]([O:5][C@@H:6]([C:11]1[C:39]([CH3:40])=[CH:38][C:14]2[N:15]=[C:16]([C:18]3[CH:23]=[CH:22][N:21]=[C:20]([N:24]4[CH2:29][CH2:28][NH:27][C@@H:26]([CH3:37])[CH2:25]4)[N:19]=3)[S:17][C:13]=2[C:12]=1[C:41]1[CH:42]=[CH:43][C:44]([Cl:47])=[CH:45][CH:46]=1)[C:7]([O:9][CH3:10])=[O:8])([CH3:2])([CH3:3])[CH3:4]. The catalyst class is: 12. (3) Reactant: [CH3:1][O:2][C:3](=[O:13])[C:4]1[CH:9]=[CH:8][C:7](F)=[C:6]([F:11])[C:5]=1[F:12].Cl.[CH3:15][NH:16][CH3:17].C(=O)([O-])[O-].[K+].[K+]. Product: [CH3:1][O:2][C:3](=[O:13])[C:4]1[CH:9]=[CH:8][C:7]([N:16]([CH3:17])[CH3:15])=[C:6]([F:11])[C:5]=1[F:12]. The catalyst class is: 16. (4) Reactant: C(O)(C(F)(F)F)=O.C(OC(=O)[NH:14][C@H:15]([CH3:29])[CH2:16][O:17][C:18]1[C:23]([F:24])=[CH:22][CH:21]=[C:20]([N+:25]([O-:27])=[O:26])[C:19]=1F)(C)(C)C.C1(C)C=CC=CC=1. Product: [F:24][C:23]1[C:18]2[O:17][CH2:16][C@@H:15]([CH3:29])[NH:14][C:19]=2[C:20]([N+:25]([O-:27])=[O:26])=[CH:21][CH:22]=1. The catalyst class is: 2. (5) Reactant: Cl[CH2:2][C:3]([N:5]1[CH2:10][CH2:9][CH:8]([CH2:11][C:12]2[CH:17]=[CH:16][C:15]([CH3:18])=[CH:14][CH:13]=2)[CH2:7][CH2:6]1)=[O:4].[NH2:19][C:20]1[CH:29]=[CH:28][C:23]2[NH:24][C:25](=[O:27])[O:26][C:22]=2[CH:21]=1. Product: [CH3:18][C:15]1[CH:16]=[CH:17][C:12]([CH2:11][CH:8]2[CH2:9][CH2:10][N:5]([C:3](=[O:4])[CH2:2][NH:19][C:20]3[CH:29]=[CH:28][C:23]4[NH:24][C:25](=[O:27])[O:26][C:22]=4[CH:21]=3)[CH2:6][CH2:7]2)=[CH:13][CH:14]=1. The catalyst class is: 5. (6) Reactant: C(S([C:5]1[N:6]=[CH:7][C:8]2[CH:14]=[C:13]([C:15]3[CH:20]=[CH:19][CH:18]=[CH:17][CH:16]=3)[C:12]([C:21]3[CH:28]=[CH:27][C:24]([CH:25]=[O:26])=[CH:23][CH:22]=3)=[N:11][C:9]=2[N:10]=1)=O)C.[CH3:29][N:30]([CH3:39])[CH2:31][CH2:32][N:33]1[CH2:38][CH2:37][NH:36][CH2:35][CH2:34]1. Product: [CH3:29][N:30]([CH3:39])[CH2:31][CH2:32][N:33]1[CH2:38][CH2:37][N:36]([C:5]2[N:6]=[CH:7][C:8]3[CH:14]=[C:13]([C:15]4[CH:16]=[CH:17][CH:18]=[CH:19][CH:20]=4)[C:12]([C:21]4[CH:28]=[CH:27][C:24]([CH:25]=[O:26])=[CH:23][CH:22]=4)=[N:11][C:9]=3[N:10]=2)[CH2:35][CH2:34]1. The catalyst class is: 12. (7) Reactant: C([O:8][C:9](=[O:20])[CH2:10][N:11]1[C:15]2=[CH:16][N:17]=[CH:18][CH:19]=[C:14]2[CH:13]=[CH:12]1)C1C=CC=CC=1.[H][H]. Product: [N:11]1([CH2:10][C:9]([OH:20])=[O:8])[C:15]2=[CH:16][N:17]=[CH:18][CH:19]=[C:14]2[CH:13]=[CH:12]1. The catalyst class is: 19. (8) Reactant: [Br:1][C:2]1[CH:10]=[CH:9][C:8]([C:11](O)=[O:12])=[C:7]2[C:3]=1[CH:4]=[C:5]([I:14])[NH:6]2.C1C=CC2N(O)N=[N:21]C=2C=1.C1CN([P+](ON2N=NC3C=CC=CC2=3)(N2CCCC2)N2CCCC2)CC1.F[P-](F)(F)(F)(F)F.[NH4+].[Cl-].CCN(C(C)C)C(C)C. Product: [Br:1][C:2]1[CH:10]=[CH:9][C:8]([C:11]([NH2:21])=[O:12])=[C:7]2[C:3]=1[CH:4]=[C:5]([I:14])[NH:6]2. The catalyst class is: 18. (9) Reactant: [NH2:1][C@@H:2]([CH2:13][CH2:14][C:15]([N:17]1[CH2:22][CH2:21][CH2:20][C@@H:19]([C:23]([C:33]2[CH:38]=[CH:37][CH:36]=[C:35]([F:39])[C:34]=2[C:40]2[CH:45]=[CH:44][CH:43]=[C:42]([CH2:46][CH3:47])[CH:41]=2)([OH:32])[CH2:24][CH2:25][CH2:26][NH:27][C:28]([O:30][CH3:31])=[O:29])[CH2:18]1)=[O:16])[C:3]([O:5]CC1C=CC=CC=1)=[O:4]. Product: [NH2:1][C@@H:2]([CH2:13][CH2:14][C:15]([N:17]1[CH2:22][CH2:21][CH2:20][C@@H:19]([C:23]([C:33]2[CH:38]=[CH:37][CH:36]=[C:35]([F:39])[C:34]=2[C:40]2[CH:45]=[CH:44][CH:43]=[C:42]([CH2:46][CH3:47])[CH:41]=2)([OH:32])[CH2:24][CH2:25][CH2:26][NH:27][C:28]([O:30][CH3:31])=[O:29])[CH2:18]1)=[O:16])[C:3]([OH:5])=[O:4]. The catalyst class is: 50. (10) Reactant: [NH2:1][C:2]1[N:6]([C:7]2[CH:12]=[CH:11][C:10]([O:13][CH3:14])=[CH:9][CH:8]=2)[N:5]=[CH:4][CH:3]=1.[ClH:15].[N:16](OCCC(C)C)=[O:17]. Product: [ClH:15].[NH2:1][C:2]1[N:6]([C:7]2[CH:8]=[CH:9][C:10]([O:13][CH3:14])=[CH:11][CH:12]=2)[N:5]=[CH:4][C:3]=1[N:16]=[O:17]. The catalyst class is: 7.